Dataset: Forward reaction prediction with 1.9M reactions from USPTO patents (1976-2016). Task: Predict the product of the given reaction. (1) Given the reactants [O:1]1[CH2:6][CH2:5][CH2:4][CH2:3][CH:2]1[N:7]1[CH:11]=[C:10](B2OC(C)(C)C(C)(C)O2)[CH:9]=[N:8]1.Br[C:22]1[CH:23]=[C:24]2[C:29](=[CH:30][CH:31]=1)[N:28]([CH2:32][CH:33]1[CH2:38][CH2:37][N:36]([C:39]([O:41][CH2:42][C:43]3[CH:48]=[CH:47][CH:46]=[CH:45][CH:44]=3)=[O:40])[CH2:35][CH2:34]1)[CH2:27][CH2:26][CH2:25]2.C(=O)([O-])[O-].[K+].[K+], predict the reaction product. The product is: [O:1]1[CH2:6][CH2:5][CH2:4][CH2:3][CH:2]1[N:7]1[CH:11]=[C:10]([C:22]2[CH:23]=[C:24]3[C:29](=[CH:30][CH:31]=2)[N:28]([CH2:32][CH:33]2[CH2:38][CH2:37][N:36]([C:39]([O:41][CH2:42][C:43]4[CH:48]=[CH:47][CH:46]=[CH:45][CH:44]=4)=[O:40])[CH2:35][CH2:34]2)[CH2:27][CH2:26][CH2:25]3)[CH:9]=[N:8]1. (2) Given the reactants [C:1](O)(=O)[CH2:2][C:3]([OH:5])=[O:4].N1CCOCC1.N1C=CC=CC=1.[CH2:20]([CH:23]([CH2:26][CH2:27][CH2:28][CH3:29])C=O)[CH:21]=[CH2:22].Cl, predict the reaction product. The product is: [CH2:20]([CH:23]([CH2:26][CH2:27][CH2:28][CH3:29])/[CH:1]=[CH:2]/[C:3]([OH:5])=[O:4])[CH:21]=[CH2:22]. (3) Given the reactants [C:1]1([OH:11])[C:10]2[CH2:9][CH2:8][CH2:7][CH2:6][C:5]=2[CH:4]=[CH:3][CH:2]=1.[Br:12][C:13]1[C:14]([CH3:23])=[C:15]([N+:20]([O-:22])=[O:21])[C:16](Cl)=[N:17][CH:18]=1.C(=O)([O-])[O-].[K+].[K+], predict the reaction product. The product is: [Br:12][C:13]1[C:14]([CH3:23])=[C:15]([N+:20]([O-:22])=[O:21])[C:16]([O:11][C:1]2[C:10]3[CH2:9][CH2:8][CH2:7][CH2:6][C:5]=3[CH:4]=[CH:3][CH:2]=2)=[N:17][CH:18]=1. (4) Given the reactants [CH3:1][C:2]1[CH:7]=[CH:6][C:5]([S:8][C:9]2[CH:14]=[CH:13][C:12]([NH:15][C:16](=[O:18])[CH3:17])=[CH:11][CH:10]=2)=[C:4]([N+:19]([O-])=O)[CH:3]=1.Cl[Sn]Cl, predict the reaction product. The product is: [NH2:19][C:4]1[CH:3]=[C:2]([CH3:1])[CH:7]=[CH:6][C:5]=1[S:8][C:9]1[CH:14]=[CH:13][C:12]([NH:15][C:16](=[O:18])[CH3:17])=[CH:11][CH:10]=1.